This data is from Forward reaction prediction with 1.9M reactions from USPTO patents (1976-2016). The task is: Predict the product of the given reaction. (1) Given the reactants [CH2:1]([O:19][C@H:20]1[C@H:24]([O:25][CH2:26][CH2:27][CH2:28][CH2:29][CH2:30][CH2:31][CH2:32][CH2:33]/[CH:34]=[CH:35]\[CH2:36]/[CH:37]=[CH:38]\[CH2:39][CH2:40][CH2:41][CH2:42][CH3:43])[CH2:23][N:22]([CH2:44][CH2:45][C:46]([OH:48])=O)[CH2:21]1)[CH2:2][CH2:3][CH2:4][CH2:5][CH2:6][CH2:7][CH2:8]/[CH:9]=[CH:10]\[CH2:11]/[CH:12]=[CH:13]\[CH2:14][CH2:15][CH2:16][CH2:17][CH3:18].F[P-](F)(F)(F)(F)F.[N:56]1(OC(N(C)C)=[N+](C)C)C2N=CC=CC=2N=N1.C(N(C(C)C)CC)(C)C.CO.N, predict the reaction product. The product is: [CH2:1]([O:19][C@H:20]1[C@H:24]([O:25][CH2:26][CH2:27][CH2:28][CH2:29][CH2:30][CH2:31][CH2:32][CH2:33]/[CH:34]=[CH:35]\[CH2:36]/[CH:37]=[CH:38]\[CH2:39][CH2:40][CH2:41][CH2:42][CH3:43])[CH2:23][N:22]([CH2:44][CH2:45][C:46]([NH2:56])=[O:48])[CH2:21]1)[CH2:2][CH2:3][CH2:4][CH2:5][CH2:6][CH2:7][CH2:8]/[CH:9]=[CH:10]\[CH2:11]/[CH:12]=[CH:13]\[CH2:14][CH2:15][CH2:16][CH2:17][CH3:18]. (2) Given the reactants [F:1][C:2]1[CH:7]=[C:6]([F:8])[C:5]([F:9])=[CH:4][C:3]=1[CH:10]1[CH2:19][CH2:18][C:13]2([O:17][CH2:16][CH2:15][O:14]2)[CH2:12][CH:11]1[NH:20][C:21](=[O:30])[O:22][CH2:23][C:24]1[CH:29]=[CH:28][CH:27]=[CH:26][CH:25]=1.C(O)(C)C, predict the reaction product. The product is: [F:1][C:2]1[CH:7]=[C:6]([F:8])[C:5]([F:9])=[CH:4][C:3]=1[C@H:10]1[CH2:19][CH2:18][C:13]2([O:14][CH2:15][CH2:16][O:17]2)[CH2:12][C@@H:11]1[NH:20][C:21](=[O:30])[O:22][CH2:23][C:24]1[CH:29]=[CH:28][CH:27]=[CH:26][CH:25]=1. (3) Given the reactants [CH3:1][O:2][C:3]1[CH:4]=[C:5]2[C:10](=[CH:11][C:12]=1[O:13][CH3:14])[N:9]=[CH:8][CH:7]=[C:6]2[O:15][C:16]1[CH:21]=[CH:20][C:19]([NH:22][C:23](=O)[CH2:24][O:25][C:26]2[CH:31]=[CH:30][CH:29]=[CH:28][C:27]=2[Cl:32])=[CH:18][C:17]=1[CH3:34].Cl.[OH-].[Na+], predict the reaction product. The product is: [Cl:32][C:27]1[CH:28]=[CH:29][CH:30]=[CH:31][C:26]=1[O:25][CH2:24][CH2:23][NH:22][C:19]1[CH:20]=[CH:21][C:16]([O:15][C:6]2[C:5]3[C:10](=[CH:11][C:12]([O:13][CH3:14])=[C:3]([O:2][CH3:1])[CH:4]=3)[N:9]=[CH:8][CH:7]=2)=[C:17]([CH3:34])[CH:18]=1. (4) Given the reactants [NH:1]1[CH2:4][CH:3]([OH:5])[CH2:2]1.C(=O)([O-])[O-].[K+].[K+].[C:12](Cl)(=[O:21])[O:13][CH2:14][C:15]1[CH:20]=[CH:19][CH:18]=[CH:17][CH:16]=1, predict the reaction product. The product is: [OH:5][CH:3]1[CH2:4][N:1]([C:12]([O:13][CH2:14][C:15]2[CH:20]=[CH:19][CH:18]=[CH:17][CH:16]=2)=[O:21])[CH2:2]1. (5) Given the reactants [F:1][C:2]1[CH:3]=[C:4](B2OC(C)(C)C(C)(C)O2)[CH:5]=[C:6]([C:8]([F:11])([F:10])[F:9])[CH:7]=1.[Cl:21][C:22]1[CH:23]=[C:24]([CH2:28][N:29]2[CH:33]=[CH:32][N:31]=[C:30]2[CH3:34])[N:25]=[N:26][CH:27]=1, predict the reaction product. The product is: [ClH:21].[F:1][C:2]1[CH:3]=[C:4]([C:22]2[CH:23]=[C:24]([CH2:28][N:29]3[CH:33]=[CH:32][N:31]=[C:30]3[CH3:34])[N:25]=[N:26][CH:27]=2)[CH:5]=[C:6]([C:8]([F:9])([F:10])[F:11])[CH:7]=1.